This data is from Experimentally validated miRNA-target interactions with 360,000+ pairs, plus equal number of negative samples. The task is: Binary Classification. Given a miRNA mature sequence and a target amino acid sequence, predict their likelihood of interaction. (1) The miRNA is hsa-miR-450b-5p with sequence UUUUGCAAUAUGUUCCUGAAUA. The protein sequence of the target gene is MASVFMCGVEDLLFSGSRFVWNLTVSTLRRWYTERLRACHQVLRTWCGLQDVYQMTEGRHCQVHLLDDRRLELLVQPKLLARELLDLVASHFNLKEKEYFGITFIDDTGQQNWLQLDHRVLDHDLPKKPGPTILHFAVRFYIESISFLKDKTTVELFFLNAKACVHKGQIEVESETIFKLAAFILQEAKGDYTSDENARKDLKTLPAFPTKTLQEHPSLAYCEDRVIEHYLKIKGLTRGQAVVQYMKIVEALPTYGVHYYAVKDKQGLPWWLGISYKGIGQYDIQDKVKPRKLFQWKQLE.... Result: 0 (no interaction). (2) The miRNA is hsa-miR-17-5p with sequence CAAAGUGCUUACAGUGCAGGUAG. The protein sequence of the target gene is MAAAAASLRGVVLGPRGAGLPGARARGLLCSARPGQLPLRTPQAVALSSKSGLSRGRKVMLSALGMLAAGGAGLAMALHSAVSASDLELHPPSYPWSHRGLLSSLDHTSIRRGFQVYKQVCASCHSMDFVAYRHLVGVCYTEDEAKELAAEVEVQDGPNEDGEMFMRPGKLFDYFPKPYPNSEAARAANNGALPPDLSYIVRARHGGEDYVFSLLTGYCEPPTGVSLREGLYFNPYFPGQAIAMAPPIYTDVLEFDDGTPATMSQIAKDVCTFLRWASEPEHDHRKRMGLKMLMMMALLV.... Result: 0 (no interaction). (3) The miRNA is hsa-miR-513b-5p with sequence UUCACAAGGAGGUGUCAUUUAU. The protein sequence of the target gene is MNQEKLAKLQAQVRIGGKGTARRKKKVVHRTATADDKKLQSSLKKLAVNNIAGIEEVNMIKDDGTVIHFNNPKVQASLSANTFAITGHAEAKPITEMLPGILSQLGADSLTSLRKLAEQFPRQVLDSKAPKPEDIDEEDDDVPDLVENFDEASKNEAN. Result: 0 (no interaction). (4) The miRNA is hsa-miR-1277-5p with sequence AAAUAUAUAUAUAUAUGUACGUAU. The protein sequence of the target gene is MGNAGSMDSQQTDFRAHNVPLKLPMPEPGELEERFAIVLNAMNLPPDKARLLRQYDNEKKWELICDQERFQVKNPPHTYIQKLKGYLDPAVTRKKFRRRVQESTQVLRELEISLRTNHIGWVREFLNEENKGLDVLVEYLSFAQYAVTFDFESVESTVESSVDKSKPWSRSIEDLHRGSNLPSPVGNSVSRSGRHSALRYNTLPSRRTLKNSRLVSKKDDVHVCIMCLRAIMNYQYGFNMVMSHPHAVNEIALSLNNKNPRTKALVLELLAAVCLVRGGHEIILSAFDNFKEVCGEKQRF.... Result: 1 (interaction). (5) Result: 1 (interaction). The miRNA is mmu-miR-362-3p with sequence AACACACCUGUUCAAGGAUUCA. The protein sequence of the target gene is MATVEPETTPTTNPPPAEEEKTESNQEVANPEHYIKHPLQNRWALWFFKNDKSKTWQANLRLISKFDTVEDFWALYNHIQLSSNLMPGCDYSLFKDGIEPMWEDEKNKRGGRWLITLNKQQRRSDLDRFWLETLLCLIGESFDDYSDDVCGAVVNVRAKGDKIAIWTTECENRDAVTHIGRVYKERLGLPPKIVIGYQSHADTATKSGSTTKNRFVV.